This data is from NCI-60 drug combinations with 297,098 pairs across 59 cell lines. The task is: Regression. Given two drug SMILES strings and cell line genomic features, predict the synergy score measuring deviation from expected non-interaction effect. (1) Drug 1: C1CC(=O)NC(=O)C1N2CC3=C(C2=O)C=CC=C3N. Drug 2: CC1=C(N=C(N=C1N)C(CC(=O)N)NCC(C(=O)N)N)C(=O)NC(C(C2=CN=CN2)OC3C(C(C(C(O3)CO)O)O)OC4C(C(C(C(O4)CO)O)OC(=O)N)O)C(=O)NC(C)C(C(C)C(=O)NC(C(C)O)C(=O)NCCC5=NC(=CS5)C6=NC(=CS6)C(=O)NCCC[S+](C)C)O. Cell line: SK-MEL-2. Synergy scores: CSS=7.29, Synergy_ZIP=1.05, Synergy_Bliss=6.37, Synergy_Loewe=-1.27, Synergy_HSA=1.18. (2) Drug 1: CCC1(CC2CC(C3=C(CCN(C2)C1)C4=CC=CC=C4N3)(C5=C(C=C6C(=C5)C78CCN9C7C(C=CC9)(C(C(C8N6C)(C(=O)OC)O)OC(=O)C)CC)OC)C(=O)OC)O. Drug 2: CC(C)(C1=NC(=CC=C1)N2C3=NC(=NC=C3C(=O)N2CC=C)NC4=CC=C(C=C4)N5CCN(CC5)C)O. Cell line: HCT116. Synergy scores: CSS=72.1, Synergy_ZIP=1.00, Synergy_Bliss=-2.68, Synergy_Loewe=-4.59, Synergy_HSA=0.898. (3) Drug 1: C1=CC(=CC=C1CCC2=CNC3=C2C(=O)NC(=N3)N)C(=O)NC(CCC(=O)O)C(=O)O. Drug 2: CC1=C(C(=CC=C1)Cl)NC(=O)C2=CN=C(S2)NC3=CC(=NC(=N3)C)N4CCN(CC4)CCO. Cell line: OVCAR-5. Synergy scores: CSS=19.5, Synergy_ZIP=1.52, Synergy_Bliss=8.15, Synergy_Loewe=5.21, Synergy_HSA=6.62. (4) Drug 1: CC1C(C(CC(O1)OC2CC(CC3=C2C(=C4C(=C3O)C(=O)C5=C(C4=O)C(=CC=C5)OC)O)(C(=O)C)O)N)O.Cl. Drug 2: C1CC(C1)(C(=O)O)C(=O)O.[NH2-].[NH2-].[Pt+2]. Cell line: NCI-H322M. Synergy scores: CSS=9.52, Synergy_ZIP=-2.29, Synergy_Bliss=0.827, Synergy_Loewe=-1.67, Synergy_HSA=0.133. (5) Drug 1: CC1=C(C(CCC1)(C)C)C=CC(=CC=CC(=CC(=O)O)C)C. Drug 2: CC12CCC3C(C1CCC2O)C(CC4=C3C=CC(=C4)O)CCCCCCCCCS(=O)CCCC(C(F)(F)F)(F)F. Cell line: SF-539. Synergy scores: CSS=26.6, Synergy_ZIP=4.20, Synergy_Bliss=6.23, Synergy_Loewe=-2.94, Synergy_HSA=3.41. (6) Drug 1: C(CC(=O)O)C(=O)CN.Cl. Drug 2: COC1=C2C(=CC3=C1OC=C3)C=CC(=O)O2. Cell line: COLO 205. Synergy scores: CSS=10.7, Synergy_ZIP=-3.12, Synergy_Bliss=-2.38, Synergy_Loewe=-3.39, Synergy_HSA=-3.44. (7) Drug 1: C(CN)CNCCSP(=O)(O)O. Drug 2: N.N.Cl[Pt+2]Cl. Cell line: HT29. Synergy scores: CSS=16.1, Synergy_ZIP=-8.80, Synergy_Bliss=0.0159, Synergy_Loewe=-22.2, Synergy_HSA=-0.729.